The task is: Predict the reaction yield, written as a fraction of the theoretical maximum amount of product (1.0 means a 100% yield; for example, 0.34 means a 34% yield).. This data is from Reaction yield outcomes from USPTO patents with 853,638 reactions. (1) The reactants are C([O-])(=O)C.Cl.[F:6][C:7]1[CH:8]=[CH:9][C:10]2[N:16]([S:17]([C:20]3[CH:25]=[CH:24][C:23]([CH3:26])=[CH:22][CH:21]=3)(=[O:19])=[O:18])[CH2:15][CH2:14][CH:13](C#N)[C:12](=[O:29])[C:11]=2[CH:30]=1.[OH-].[Na+]. The catalyst is O. The product is [F:6][C:7]1[CH:8]=[CH:9][C:10]2[N:16]([S:17]([C:20]3[CH:25]=[CH:24][C:23]([CH3:26])=[CH:22][CH:21]=3)(=[O:18])=[O:19])[CH2:15][CH2:14][CH2:13][C:12](=[O:29])[C:11]=2[CH:30]=1. The yield is 0.905. (2) The catalyst is C1COCC1.CCCCCC.C1COCC1. The yield is 0.930. The reactants are [C:1]([O:4][CH2:5][CH3:6])(=[O:3])[CH3:2].C([N-]C(C)C)(C)C.[Li+].[CH2:15]([O:22][CH2:23][C:24]([CH3:28])([CH3:27])[CH:25]=[O:26])[C:16]1[CH:21]=[CH:20][CH:19]=[CH:18][CH:17]=1.S(=O)(=O)(O)[O-].[K+]. The product is [CH2:15]([O:22][CH2:23][C:24]([CH3:28])([CH3:27])[CH:25]([OH:26])[CH2:2][C:1]([O:4][CH2:5][CH3:6])=[O:3])[C:16]1[CH:21]=[CH:20][CH:19]=[CH:18][CH:17]=1. (3) The reactants are [F:1][C:2]1[CH:10]=[C:9]2[C:5]([C:6]([C:18]([NH2:20])=[O:19])=[N:7][N:8]2[C:11]2[CH:16]=[C:15](I)[CH:14]=[CH:13][N:12]=2)=[CH:4][CH:3]=1.[C:21]([C@:23]1([OH:30])[CH2:27][CH2:26][N:25]([CH3:28])[C:24]1=[O:29])#[CH:22]. No catalyst specified. The product is [F:1][C:2]1[CH:10]=[C:9]2[C:5]([C:6]([C:18]([NH2:20])=[O:19])=[N:7][N:8]2[C:11]2[CH:16]=[C:15]([C:22]#[C:21][C@:23]3([OH:30])[CH2:27][CH2:26][N:25]([CH3:28])[C:24]3=[O:29])[CH:14]=[CH:13][N:12]=2)=[CH:4][CH:3]=1. The yield is 0.470. (4) The reactants are [C:1]([O:5][C:6]([NH:8][CH:9]1[CH2:14][CH2:13][C:12](OS(C(F)(F)F)(=O)=O)=[CH:11][CH2:10]1)=[O:7])([CH3:4])([CH3:3])[CH3:2].CC1(C)C(C)(C)OB([C:31]2[CH:32]=[C:33]3[CH:39]=[CH:38][NH:37][C:34]3=[N:35][CH:36]=2)O1.C([O-])([O-])=O.[Na+].[Na+]. The catalyst is CN(C=O)C.C1C=CC(P(C2C=CC=CC=2)[C-]2C=CC=C2)=CC=1.C1C=CC(P(C2C=CC=CC=2)[C-]2C=CC=C2)=CC=1.Cl[Pd]Cl.[Fe+2]. The product is [C:1]([O:5][C:6](=[O:7])[NH:8][CH:9]1[CH2:14][CH2:13][C:12]([C:31]2[CH:32]=[C:33]3[CH:39]=[CH:38][NH:37][C:34]3=[N:35][CH:36]=2)=[CH:11][CH2:10]1)([CH3:4])([CH3:3])[CH3:2]. The yield is 0.960.